The task is: Predict the product of the given reaction.. This data is from Forward reaction prediction with 1.9M reactions from USPTO patents (1976-2016). (1) Given the reactants Br[C:2]1[CH:3]=[C:4]([CH:7]=[CH:8][CH:9]=1)[CH2:5][OH:6].[C:10]1(B(O)O)[CH:15]=[CH:14][CH:13]=[CH:12][CH:11]=1.[O-]P([O-])([O-])=O.[K+].[K+].[K+], predict the reaction product. The product is: [C:2]1([C:10]2[CH:15]=[CH:14][CH:13]=[CH:12][CH:11]=2)[CH:9]=[CH:8][CH:7]=[C:4]([CH2:5][OH:6])[CH:3]=1. (2) Given the reactants Cl[CH2:2][CH2:3][O:4][C:5]1[CH:6]=[C:7]([NH:11][C:12]2[C:21]3[C:16](=[CH:17][CH:18]=[CH:19][CH:20]=3)[N:15]=[C:14]([CH3:22])[CH:13]=2)[CH:8]=[CH:9][CH:10]=1.C(=O)([O-])[O-].[Na+].[Na+].[C:29]1([S:35]([N:38]2[CH2:43][CH2:42][NH:41][CH2:40][CH2:39]2)(=[O:37])=[O:36])[CH:34]=[CH:33][CH:32]=[CH:31][CH:30]=1, predict the reaction product. The product is: [C:29]1([S:35]([N:38]2[CH2:43][CH2:42][N:41]([CH2:2][CH2:3][O:4][C:5]3[CH:6]=[C:7]([NH:11][C:12]4[C:21]5[C:16](=[CH:17][CH:18]=[CH:19][CH:20]=5)[N:15]=[C:14]([CH3:22])[CH:13]=4)[CH:8]=[CH:9][CH:10]=3)[CH2:40][CH2:39]2)(=[O:37])=[O:36])[CH:34]=[CH:33][CH:32]=[CH:31][CH:30]=1. (3) Given the reactants [CH3:1][C:2]([C:4]1[CH:9]=[CH:8][C:7]([C:10]([CH3:13])([CH3:12])[CH3:11])=[CH:6][CH:5]=1)=[O:3].[Br:14]Br.Br, predict the reaction product. The product is: [Br:14][CH2:1][C:2]([C:4]1[CH:9]=[CH:8][C:7]([C:10]([CH3:13])([CH3:12])[CH3:11])=[CH:6][CH:5]=1)=[O:3]. (4) The product is: [F:30][C:31]1[CH:32]=[C:33]([C:7]2[C:6]([C:9]([F:11])([F:10])[F:12])=[CH:5][C:4]([F:13])=[C:3]([CH2:2][O:14][C:15]3[N:20]=[CH:19][C:18]4[C@@H:21]5[C@@H:24]([C:25]([O:27][CH2:28][CH3:29])=[O:26])[C@@H:22]5[CH2:23][C:17]=4[CH:16]=3)[CH:8]=2)[CH:34]=[CH:35][C:36]=1[OH:37]. Given the reactants Br[CH:2]([O:14][C:15]1[N:20]=[CH:19][C:18]2[C@@H:21]3[C@@H:24]([C:25]([O:27][CH2:28][CH3:29])=[O:26])[C@@H:22]3[CH2:23][C:17]=2[CH:16]=1)[C:3]1[CH:8]=[CH:7][C:6]([C:9]([F:12])([F:11])[F:10])=[CH:5][C:4]=1[F:13].[F:30][C:31]1[CH:32]=[C:33](B(O)O)[CH:34]=[CH:35][C:36]=1[OH:37].[O-]P([O-])([O-])=O.[K+].[K+].[K+], predict the reaction product. (5) Given the reactants [N:1]([C:4]1[CH:9]=[CH:8][C:7]([C:10]#[C:11][C:12]#[N:13])=[CH:6][CH:5]=1)=[N+:2]=[N-:3].[C:14]([NH:21][CH2:22][C:23]#[CH:24])([O:16][C:17]([CH3:20])([CH3:19])[CH3:18])=[O:15].O=C1O[C@H]([C@H](CO)O)C([O-])=C1O.[Na+].[NH4+].[Cl-], predict the reaction product. The product is: [C:17]([O:16][C:14](=[O:15])[NH:21][CH2:22][C:23]1[N:3]=[N:2][N:1]([C:4]2[CH:5]=[CH:6][C:7]([C:10]#[C:11][C:12]#[N:13])=[CH:8][CH:9]=2)[CH:24]=1)([CH3:20])([CH3:19])[CH3:18]. (6) Given the reactants [NH2:1][C:2]1[C:11]2[C:6](=[C:7](I)[C:8]([Cl:12])=[CH:9][CH:10]=2)[N:5]=[N:4][C:3]=1[C:14]([NH:16][CH2:17][CH2:18][CH3:19])=[O:15].[C:20]1(B(O)O)[CH:25]=[CH:24][CH:23]=[CH:22][CH:21]=1, predict the reaction product. The product is: [NH2:1][C:2]1[C:11]2[C:6](=[C:7]([C:20]3[CH:25]=[CH:24][CH:23]=[CH:22][CH:21]=3)[C:8]([Cl:12])=[CH:9][CH:10]=2)[N:5]=[N:4][C:3]=1[C:14]([NH:16][CH2:17][CH2:18][CH3:19])=[O:15]. (7) Given the reactants [F:1][C:2]([F:23])([F:22])[C:3]1[CH:4]=[CH:5][C:6]([O:12][CH2:13][C:14]2[CH:19]=[CH:18][C:17]([F:20])=[CH:16][C:15]=2[F:21])=[C:7](B(O)O)[CH:8]=1.[CH2:24]([O:26][C:27]([C:29]1[CH:34]=[CH:33][N:32]=[C:31]([C:35]2[CH2:39][CH2:38][CH2:37][C:36]=2Br)[CH:30]=1)=[O:28])[CH3:25], predict the reaction product. The product is: [CH2:24]([O:26][C:27]([C:29]1[CH:34]=[CH:33][N:32]=[C:31]([C:35]2[CH2:39][CH2:38][CH2:37][C:36]=2[C:7]2[CH:8]=[C:3]([C:2]([F:23])([F:22])[F:1])[CH:4]=[CH:5][C:6]=2[O:12][CH2:13][C:14]2[CH:19]=[CH:18][C:17]([F:20])=[CH:16][C:15]=2[F:21])[CH:30]=1)=[O:28])[CH3:25].